Dataset: Reaction yield outcomes from USPTO patents with 853,638 reactions. Task: Predict the reaction yield, written as a fraction of the theoretical maximum amount of product (1.0 means a 100% yield; for example, 0.34 means a 34% yield). (1) The reactants are [CH2:1]([OH:9])[CH2:2][CH2:3][CH2:4][CH2:5][CH2:6][CH2:7][CH3:8].[CH2:10]([CH:12](CCCC)[C:13]([O-:15])=[O:14])[CH3:11].[Sn+2].C(C(CCCC)C([O-])=[O:25])C. No catalyst specified. The product is [CH2:1]([O:9][C:11](=[O:25])[CH2:10][CH2:12][C:13]([OH:15])=[O:14])[CH2:2][CH2:3][CH2:4][CH2:5][CH2:6][CH2:7][CH3:8]. The yield is 0.454. (2) The reactants are [OH:1][CH2:2][C@H:3]1[O:7][C:6](=[O:8])[CH2:5][CH2:4]1.[O:9]1[CH:14]=[CH:13][CH2:12][CH2:11][CH2:10]1.CC1C=CC(S([O-])(=O)=O)=CC=1.C1C=C[NH+]=CC=1. The catalyst is C(Cl)Cl. The product is [O:9]1[CH2:14][CH2:13][CH2:12][CH2:11][CH:10]1[O:1][CH2:2][C@H:3]1[O:7][C:6](=[O:8])[CH2:5][CH2:4]1. The yield is 0.880. (3) The reactants are [Cl-].O[NH3+:3].[C:4](=[O:7])([O-])[OH:5].[Na+].CS(C)=O.[CH3:13][C:14]1[N:15]([CH:39]=[C:40]([CH3:42])[CH3:41])[C:16](=[O:38])[C:17]([CH2:23][C:24]2[CH:29]=[CH:28][C:27]([C:30]3[C:31]([C:36]#[N:37])=[CH:32][CH:33]=[CH:34][CH:35]=3)=[CH:26][CH:25]=2)=[C:18]([CH2:20][CH2:21][CH3:22])[N:19]=1. The catalyst is O.C(OCC)(=O)C. The product is [CH3:13][C:14]1[N:15]([CH:39]=[C:40]([CH3:41])[CH3:42])[C:16](=[O:38])[C:17]([CH2:23][C:24]2[CH:29]=[CH:28][C:27]([C:30]3[CH:35]=[CH:34][CH:33]=[CH:32][C:31]=3[C:36]3[NH:3][C:4](=[O:7])[O:5][N:37]=3)=[CH:26][CH:25]=2)=[C:18]([CH2:20][CH2:21][CH3:22])[N:19]=1. The yield is 0.320. (4) The reactants are Cl.[NH2:2][C@@H:3]([CH2:8][C:9]1[CH:14]=[CH:13][CH:12]=[CH:11][CH:10]=1)[C:4](=[O:7])[CH2:5][Cl:6].C1(C)C=CC=CC=1.Cl[C:23]([O:25][CH3:26])=[O:24].C(=O)([O-])O.[Na+]. The catalyst is O. The product is [CH3:26][O:25][C:23]([NH:2][C@@H:3]([CH2:8][C:9]1[CH:14]=[CH:13][CH:12]=[CH:11][CH:10]=1)[C:4](=[O:7])[CH2:5][Cl:6])=[O:24]. The yield is 0.780. (5) The reactants are [CH3:1][C:2]1[C:3]([NH2:11])=[C:4]([CH:8]=[CH:9][CH:10]=1)[C:5](O)=[O:6].[CH3:12][NH2:13]. The catalyst is C1COCC1. The product is [NH2:11][C:3]1[C:2]([CH3:1])=[CH:10][CH:9]=[CH:8][C:4]=1[C:5]([NH:13][CH3:12])=[O:6]. The yield is 0.920. (6) The reactants are Cl.[Br:2][C:3]1[CH:8]=[CH:7][C:6]([CH2:9][NH2:10])=[CH:5][CH:4]=1.C[O-].[Na+].[CH2:14]([O:16][CH:17]([O:22][CH2:23][CH3:24])[C:18](=[NH:21])OC)[CH3:15]. The catalyst is CO. The product is [Br:2][C:3]1[CH:8]=[CH:7][C:6]([CH2:9][NH:10][C:18](=[NH:21])[CH:17]([O:22][CH2:23][CH3:24])[O:16][CH2:14][CH3:15])=[CH:5][CH:4]=1. The yield is 0.620. (7) The reactants are [Br:1][C:2]1[C:3]([CH3:9])=[CH:4][C:5]([OH:8])=[N:6][CH:7]=1.[F:10][C:11]([F:19])(S(F)(=O)=O)C(O)=O.[O-]S([O-])(=O)=O.[Na+].[Na+]. The catalyst is CC#N. The product is [Br:1][C:2]1[C:3]([CH3:9])=[CH:4][C:5]([O:8][CH:11]([F:19])[F:10])=[N:6][CH:7]=1. The yield is 0.370. (8) The reactants are Cl[C:2]1[NH:3][CH:4]=[C:5]([N+:7]([O-:9])=[O:8])[N:6]=1.[CH3:10][C:11]1([CH2:14][N:15]2[N:19]=[C:18]([C:20]3[CH:25]=[CH:24][CH:23]=[CH:22][CH:21]=3)[O:17][C:16]2=[O:26])[CH2:13][O:12]1.C(=O)([O-])O.[Na+].[H-].[Na+]. The catalyst is O.C(O)C. The product is [CH3:13][C:11]1([CH2:14][N:15]2[N:19]=[C:18]([C:20]3[CH:21]=[CH:22][CH:23]=[CH:24][CH:25]=3)[O:17][C:16]2=[O:26])[O:12][C:2]2=[N:6][C:5]([N+:7]([O-:9])=[O:8])=[CH:4][N:3]2[CH2:10]1. The yield is 0.320. (9) The reactants are Br[C:2]1[NH:3][CH:4]=[CH:5][N:6]=1.[CH3:7][O:8][C:9]1[CH:10]=[C:11]([CH:33]=[CH:34][CH:35]=1)[CH2:12][O:13][C:14]1[CH:32]=[CH:31][C:17]([C:18]([NH:20][C:21]2[CH:22]=[C:23](B(O)O)[CH:24]=[CH:25][C:26]=2[CH3:27])=[O:19])=[CH:16][CH:15]=1.C([O-])([O-])=O.[K+].[K+]. The catalyst is O1CCOCC1.O.C1C=CC([P]([Pd]([P](C2C=CC=CC=2)(C2C=CC=CC=2)C2C=CC=CC=2)([P](C2C=CC=CC=2)(C2C=CC=CC=2)C2C=CC=CC=2)[P](C2C=CC=CC=2)(C2C=CC=CC=2)C2C=CC=CC=2)(C2C=CC=CC=2)C2C=CC=CC=2)=CC=1. The product is [NH:6]1[CH:5]=[CH:4][N:3]=[C:2]1[C:23]1[CH:24]=[CH:25][C:26]([CH3:27])=[C:21]([NH:20][C:18](=[O:19])[C:17]2[CH:16]=[CH:15][C:14]([O:13][CH2:12][C:11]3[CH:33]=[CH:34][CH:35]=[C:9]([O:8][CH3:7])[CH:10]=3)=[CH:32][CH:31]=2)[CH:22]=1. The yield is 0.160.